Dataset: Forward reaction prediction with 1.9M reactions from USPTO patents (1976-2016). Task: Predict the product of the given reaction. (1) The product is: [C:1]([C:4]1[N:5]=[N:6][C:7](=[O:9])[CH:8]=1)([O:3][CH2:10][CH3:11])=[O:2]. Given the reactants [C:1]([C:4]1[NH:5][NH:6][C:7](=[O:9])[CH:8]=1)([OH:3])=[O:2].[C:10](OCC)(=O)[CH2:11]C(C(OCC)=O)=O.NN, predict the reaction product. (2) Given the reactants [CH2:1]([NH2:4])[CH:2]=[CH2:3].[C:5]([O:8][CH2:9][C@@H:10]1[O:15][C@@H:14](CC([O-])=O)[C@H:13]([N:20]=[C:21]=[S:22])[C@H:12](CC([O-])=O)[C@@H:11]1CC([O-])=O)(=[O:7])[CH3:6].[C:31]([OH:37])([C:33](F)(F)F)=[O:32], predict the reaction product. The product is: [C:31]([O:37][C@@H:11]1[C@@H:10]([CH2:9][O:8][C:5](=[O:7])[CH3:6])[O:15][C@H:14]2[C@H:13]([N:20]=[C:21]([NH:4][CH2:1][CH:2]=[CH2:3])[S:22]2)[C@H:12]1[O:8][C:5](=[O:7])[CH3:6])(=[O:32])[CH3:33].